This data is from NCI-60 drug combinations with 297,098 pairs across 59 cell lines. The task is: Regression. Given two drug SMILES strings and cell line genomic features, predict the synergy score measuring deviation from expected non-interaction effect. Drug 1: C1CNP(=O)(OC1)N(CCCl)CCCl. Drug 2: CC1CC(C(C(C=C(C(C(C=CC=C(C(=O)NC2=CC(=O)C(=C(C1)C2=O)OC)C)OC)OC(=O)N)C)C)O)OC. Cell line: SW-620. Synergy scores: CSS=68.8, Synergy_ZIP=7.94, Synergy_Bliss=6.24, Synergy_Loewe=-36.7, Synergy_HSA=3.42.